Dataset: Reaction yield outcomes from USPTO patents with 853,638 reactions. Task: Predict the reaction yield, written as a fraction of the theoretical maximum amount of product (1.0 means a 100% yield; for example, 0.34 means a 34% yield). (1) The reactants are [Cl:1][C:2]1[CH:6]=[N:5][N:4]([CH3:7])[C:3]=1[C:8]1[CH:9]=[C:10]([NH2:16])[CH:11]=[CH:12][C:13]=1[O:14][CH3:15].[CH:17]([C:20]1[CH:25]=[CH:24][C:23]([N:26]=[C:27]=[O:28])=[CH:22][CH:21]=1)([CH3:19])[CH3:18]. No catalyst specified. The product is [Cl:1][C:2]1[CH:6]=[N:5][N:4]([CH3:7])[C:3]=1[C:8]1[CH:9]=[C:10]([NH:16][C:27]([NH:26][C:23]2[CH:24]=[CH:25][C:20]([CH:17]([CH3:19])[CH3:18])=[CH:21][CH:22]=2)=[O:28])[CH:11]=[CH:12][C:13]=1[O:14][CH3:15]. The yield is 0.0200. (2) The reactants are [Br:1][C:2]1[C:3]([CH3:9])=[CH:4][C:5](Cl)=[N:6][CH:7]=1.O.[NH2:11][NH2:12]. The catalyst is CCO. The product is [Br:1][C:2]1[C:3]([CH3:9])=[CH:4][C:5]([NH:11][NH2:12])=[N:6][CH:7]=1. The yield is 0.530.